This data is from Full USPTO retrosynthesis dataset with 1.9M reactions from patents (1976-2016). The task is: Predict the reactants needed to synthesize the given product. (1) Given the product [F:48][C:49]([F:69])([F:68])[C:73]([OH:74])=[O:30].[F:68][C:49]([F:48])([F:69])[C:50]1[CH:51]=[CH:52][C:53]([C@H:56]([NH:57][C:9]([C:8]2[CH:12]=[CH:13][C:5]([C:3]([OH:2])=[O:4])=[N:6][CH:7]=2)=[O:11])[C:58]2[C:63]([C:64]([F:65])([F:66])[F:67])=[CH:62][CH:61]=[CH:60][N:59]=2)=[CH:54][CH:55]=1, predict the reactants needed to synthesize it. The reactants are: C[O:2][C:3]([C:5]1[CH:13]=[CH:12][C:8]([C:9]([OH:11])=O)=[CH:7][N:6]=1)=[O:4].CCN(C(C)C)C(C)C.CN(C([O:30]N1N=NC2C=CC=NC1=2)=[N+](C)C)C.F[P-](F)(F)(F)(F)F.Cl.[F:48][C:49]([F:69])([F:68])[C:50]1[CH:55]=[CH:54][C:53]([C@@H:56]([C:58]2[C:63]([C:64]([F:67])([F:66])[F:65])=[CH:62][CH:61]=[CH:60][N:59]=2)[NH2:57])=[CH:52][CH:51]=1.CN([CH:73]=[O:74])C. (2) Given the product [NH2:7][C:8]1[CH:13]=[CH:12][C:11]([CH2:14][S:15][C:16]2[NH:17][C:18](=[O:32])[C:19]([C:30]#[N:31])=[C:20]([C:22]3[CH:27]=[CH:26][CH:25]=[C:24]([O:28][CH3:29])[CH:23]=3)[N:21]=2)=[CH:10][CH:9]=1, predict the reactants needed to synthesize it. The reactants are: C(OC(=O)[NH:7][C:8]1[CH:13]=[CH:12][C:11]([CH2:14][S:15][C:16]2[NH:17][C:18](=[O:32])[C:19]([C:30]#[N:31])=[C:20]([C:22]3[CH:27]=[CH:26][CH:25]=[C:24]([O:28][CH3:29])[CH:23]=3)[N:21]=2)=[CH:10][CH:9]=1)(C)(C)C.C1(O)C=CC=CC=1.Cl[Si](Cl)(Cl)Cl. (3) Given the product [Br:1][C:2]1[CH:7]=[N:6][CH:5]=[C:4]([CH:8]([Cl:13])[CH3:9])[CH:3]=1, predict the reactants needed to synthesize it. The reactants are: [Br:1][C:2]1[CH:3]=[C:4]([CH:8](O)[CH3:9])[CH:5]=[N:6][CH:7]=1.S(Cl)([Cl:13])=O.